Dataset: Catalyst prediction with 721,799 reactions and 888 catalyst types from USPTO. Task: Predict which catalyst facilitates the given reaction. (1) Product: [CH3:12][O:11][C:10]1[C:4]([NH2:1])=[C:5]([NH2:6])[CH:7]=[CH:8][CH:9]=1. Reactant: [N+:1]([C:4]1[C:10]([O:11][CH3:12])=[CH:9][CH:8]=[CH:7][C:5]=1[NH2:6])([O-])=O. The catalyst class is: 29. (2) Reactant: [I:1][C:2]1[C:10]2[C:5](=[CH:6][CH:7]=[C:8]([C:11]([O:13]C)=[O:12])[CH:9]=2)[N:4]([CH:15]2[CH2:20][CH2:19][CH2:18][CH2:17][O:16]2)[N:3]=1.[Li+].[OH-]. Product: [I:1][C:2]1[C:10]2[C:5](=[CH:6][CH:7]=[C:8]([C:11]([OH:13])=[O:12])[CH:9]=2)[N:4]([CH:15]2[CH2:20][CH2:19][CH2:18][CH2:17][O:16]2)[N:3]=1. The catalyst class is: 36. (3) Reactant: [Br:1][C:2]1[CH:9]=[CH:8][C:5]([NH:6][CH3:7])=[CH:4][CH:3]=1.[C:10]1([S:16](Cl)(=[O:18])=[O:17])[CH:15]=[CH:14][CH:13]=[CH:12][CH:11]=1. Product: [Br:1][C:2]1[CH:9]=[CH:8][C:5]([N:6]([CH3:7])[S:16]([C:10]2[CH:15]=[CH:14][CH:13]=[CH:12][CH:11]=2)(=[O:18])=[O:17])=[CH:4][CH:3]=1. The catalyst class is: 17. (4) Reactant: COC(=O)C.[CH2:6]([O:8][C:9](=[O:24])[CH2:10][O:11][C:12]1[CH:17]=[C:16]([CH3:18])[C:15]([S:19](Cl)(=O)=O)=[CH:14][C:13]=1[CH3:23])[CH3:7].S(=O)(=O)(O)O. Product: [CH2:6]([O:8][C:9](=[O:24])[CH2:10][O:11][C:12]1[CH:17]=[C:16]([CH3:18])[C:15]([SH:19])=[CH:14][C:13]=1[CH3:23])[CH3:7]. The catalyst class is: 8. (5) Reactant: [NH2:1][CH:2]([CH:6]1[CH2:15][CH2:14][C:13]2[C:8](=[CH:9][CH:10]=[C:11]([CH2:16][CH2:17][CH2:18][CH2:19][CH2:20][CH2:21][CH2:22][CH3:23])[CH:12]=2)[CH2:7]1)[C:3](O)=[O:4].[H-].[Al+3].[Li+].[H-].[H-].[H-].[OH-].[Na+].C(OCC)(=O)C. Product: [NH2:1][CH:2]([CH:6]1[CH2:15][CH2:14][C:13]2[C:8](=[CH:9][CH:10]=[C:11]([CH2:16][CH2:17][CH2:18][CH2:19][CH2:20][CH2:21][CH2:22][CH3:23])[CH:12]=2)[CH2:7]1)[CH2:3][OH:4]. The catalyst class is: 1. (6) Reactant: Br[C:2]1[C:3](=[O:32])[N:4]([CH2:24][CH2:25][C:26]2[CH:31]=[CH:30][CH:29]=[CH:28][CH:27]=2)[C:5]([C:9]2[CH:14]=[CH:13][CH:12]=[C:11]([F:15])[C:10]=2[O:16][CH2:17][C:18]2[CH:23]=[CH:22][CH:21]=[CH:20][CH:19]=2)=[N:6][C:7]=1[CH3:8].Br[C:34]1[S:35][C:36]2[CH:43]=[CH:42][C:41]([Cl:44])=[CH:40][C:37]=2[C:38]=1[CH3:39].C[Sn](C)(C)[Sn](C)(C)C. Product: [Cl:44][C:41]1[CH:42]=[CH:43][C:36]2[S:35][C:34]([C:2]3[C:3](=[O:32])[N:4]([CH2:24][CH2:25][C:26]4[CH:31]=[CH:30][CH:29]=[CH:28][CH:27]=4)[C:5]([C:9]4[CH:14]=[CH:13][CH:12]=[C:11]([F:15])[C:10]=4[O:16][CH2:17][C:18]4[CH:23]=[CH:22][CH:21]=[CH:20][CH:19]=4)=[N:6][C:7]=3[CH3:8])=[C:38]([CH3:39])[C:37]=2[CH:40]=1. The catalyst class is: 77.